Dataset: Merck oncology drug combination screen with 23,052 pairs across 39 cell lines. Task: Regression. Given two drug SMILES strings and cell line genomic features, predict the synergy score measuring deviation from expected non-interaction effect. (1) Drug 1: Nc1ccn(C2OC(CO)C(O)C2(F)F)c(=O)n1. Drug 2: Cn1cc(-c2cnn3c(N)c(Br)c(C4CCCNC4)nc23)cn1. Cell line: UWB1289. Synergy scores: synergy=7.20. (2) Drug 1: COc1cccc2c1C(=O)c1c(O)c3c(c(O)c1C2=O)CC(O)(C(=O)CO)CC3OC1CC(N)C(O)C(C)O1. Drug 2: CC1(c2nc3c(C(N)=O)cccc3[nH]2)CCCN1. Cell line: DLD1. Synergy scores: synergy=-3.36.